From a dataset of Catalyst prediction with 721,799 reactions and 888 catalyst types from USPTO. Predict which catalyst facilitates the given reaction. (1) Reactant: [CH3:1][N:2]([CH3:29])[C:3]1[CH:8]=[CH:7][C:6]([C:9]2[NH:14][C:13](=[O:15])[C:12]([C:16]([O:18][CH2:19][C:20]3[CH:25]=[CH:24][CH:23]=[CH:22][CH:21]=3)=[O:17])=[C:11]([OH:26])[C:10]=2[CH:27]=[O:28])=[CH:5][CH:4]=1.[BH4-].[Na+]. Product: [CH3:1][N:2]([CH3:29])[C:3]1[CH:4]=[CH:5][C:6]([C:9]2[NH:14][C:13](=[O:15])[C:12]([C:16]([O:18][CH2:19][C:20]3[CH:21]=[CH:22][CH:23]=[CH:24][CH:25]=3)=[O:17])=[C:11]([OH:26])[C:10]=2[CH2:27][OH:28])=[CH:7][CH:8]=1. The catalyst class is: 301. (2) Reactant: [ClH:1].[OH:2][C:3]1[C:16]2[C:15](=[O:17])[C:14]3[C:9](=[CH:10][CH:11]=[CH:12][CH:13]=3)[O:8][C:7]=2[CH:6]=[C:5]([O:18][CH2:19][CH:20]2[CH2:22][O:21]2)[CH:4]=1. Product: [Cl:1][CH2:22][CH:20]([OH:21])[CH2:19][O:18][C:5]1[CH:4]=[C:3]([OH:2])[C:16]2[C:15](=[O:17])[C:14]3[C:9]([O:8][C:7]=2[CH:6]=1)=[CH:10][CH:11]=[CH:12][CH:13]=3. The catalyst class is: 13. (3) Product: [Br:9][C:5]1[C:6]([CH3:8])=[N:7][C:2]([Cl:14])=[CH:3][CH:4]=1. Reactant: N[C:2]1[N:7]=[C:6]([CH3:8])[C:5]([Br:9])=[CH:4][CH:3]=1.N([O-])=O.[Na+].[ClH:14]. The catalyst class is: 6. (4) Reactant: [C:1]([C:3]1[N:8]=[C:7]([O:9][C@H:10]2[CH2:14][CH2:13][N:12]([C:15]([O:17][C:18]([CH3:21])([CH3:20])[CH3:19])=[O:16])[CH2:11]2)[CH:6]=[CH:5][CH:4]=1)#[N:2].[NH:22]([C:24](OCC)=[O:25])[NH2:23]. Product: [O:25]=[C:24]1[NH:22][N:23]=[C:1]([C:3]2[N:8]=[C:7]([O:9][C@H:10]3[CH2:14][CH2:13][N:12]([C:15]([O:17][C:18]([CH3:21])([CH3:20])[CH3:19])=[O:16])[CH2:11]3)[CH:6]=[CH:5][CH:4]=2)[NH:2]1. The catalyst class is: 296. (5) Reactant: [H-].[Na+].[C:3]([O:7][C:8](=[O:26])[CH2:9][CH:10]([OH:25])[CH2:11][CH2:12][C:13]1[CH:18]=[CH:17][C:16]([C:19]2[CH:24]=[CH:23][CH:22]=[CH:21][CH:20]=2)=[CH:15][CH:14]=1)([CH3:6])([CH3:5])[CH3:4].[CH3:27]I. Product: [C:3]([O:7][C:8](=[O:26])[CH2:9][CH:10]([O:25][CH3:27])[CH2:11][CH2:12][C:13]1[CH:14]=[CH:15][C:16]([C:19]2[CH:24]=[CH:23][CH:22]=[CH:21][CH:20]=2)=[CH:17][CH:18]=1)([CH3:6])([CH3:4])[CH3:5]. The catalyst class is: 9. (6) Reactant: [OH:1][C:2]1[CH:10]=[CH:9][C:8]([C:11]2[N:12]([C:27]([O:29][C:30]([CH3:33])([CH3:32])[CH3:31])=[O:28])[C:13]3[C:18]([CH:19]=2)=[CH:17][C:16]([CH2:20][N:21]2[CH2:26][CH2:25][CH2:24][CH2:23][CH2:22]2)=[CH:15][CH:14]=3)=[C:7]2[C:3]=1[CH2:4][NH:5][C:6]2=[O:34].C(N(CC)CC)C.[Cl:42][C:43]1[CH:48]=[CH:47][C:46]([S:49](Cl)(=[O:51])=[O:50])=[C:45]([F:53])[CH:44]=1.O. Product: [F:53][C:45]1[CH:44]=[C:43]([Cl:42])[CH:48]=[CH:47][C:46]=1[S:49]([O:1][C:2]1[CH:10]=[CH:9][C:8]([C:11]2[N:12]([C:27]([O:29][C:30]([CH3:31])([CH3:33])[CH3:32])=[O:28])[C:13]3[C:18]([CH:19]=2)=[CH:17][C:16]([CH2:20][N:21]2[CH2:26][CH2:25][CH2:24][CH2:23][CH2:22]2)=[CH:15][CH:14]=3)=[C:7]2[C:3]=1[CH2:4][NH:5][C:6]2=[O:34])(=[O:51])=[O:50]. The catalyst class is: 10. (7) Reactant: [CH2:1]([N:7]([CH2:21][CH2:22][CH2:23][CH2:24][CH2:25][CH3:26])[C:8]([C:10]1[C:11](=[O:20])[NH:12][C:13]2[C:18]([CH:19]=1)=[CH:17][CH:16]=[CH:15][CH:14]=2)=[O:9])[CH2:2][CH2:3][CH2:4][CH2:5][CH3:6].[H-].[Na+].[N:29]1[CH:34]=[CH:33][CH:32]=[C:31]([CH2:35]Cl)[CH:30]=1.O. Product: [CH2:21]([N:7]([CH2:1][CH2:2][CH2:3][CH2:4][CH2:5][CH3:6])[C:8]([C:10]1[C:11](=[O:20])[N:12]([CH2:35][C:31]2[CH:30]=[N:29][CH:34]=[CH:33][CH:32]=2)[C:13]2[C:18]([CH:19]=1)=[CH:17][CH:16]=[CH:15][CH:14]=2)=[O:9])[CH2:22][CH2:23][CH2:24][CH2:25][CH3:26]. The catalyst class is: 9. (8) Reactant: [NH2:1][C:2]1[CH:3]=[C:4]([CH:34]=[CH:35][CH:36]=1)[CH2:5][O:6][CH2:7][CH2:8][O:9][CH2:10][CH2:11][CH2:12][CH2:13][CH2:14][CH2:15][N:16]1[CH2:20][C@@H:19]([C:21]2[CH:32]=[CH:31][C:24]3[O:25][C:26]([CH3:30])([CH3:29])[O:27][CH2:28][C:23]=3[CH:22]=2)[O:18][C:17]1=[O:33].[CH:37]1([N:43]=[C:44]=[O:45])[CH2:42][CH2:41][CH2:40][CH2:39][CH2:38]1.C(O)(C)C. Product: [CH:37]1([NH:43][C:44]([NH:1][C:2]2[CH:36]=[CH:35][CH:34]=[C:4]([CH2:5][O:6][CH2:7][CH2:8][O:9][CH2:10][CH2:11][CH2:12][CH2:13][CH2:14][CH2:15][N:16]3[CH2:20][C@@H:19]([C:21]4[CH:32]=[CH:31][C:24]5[O:25][C:26]([CH3:30])([CH3:29])[O:27][CH2:28][C:23]=5[CH:22]=4)[O:18][C:17]3=[O:33])[CH:3]=2)=[O:45])[CH2:42][CH2:41][CH2:40][CH2:39][CH2:38]1. The catalyst class is: 4.